Dataset: Reaction yield outcomes from USPTO patents with 853,638 reactions. Task: Predict the reaction yield, written as a fraction of the theoretical maximum amount of product (1.0 means a 100% yield; for example, 0.34 means a 34% yield). (1) The reactants are [F:1][CH2:2][CH2:3][N:4]1[C:13]2[C:8](=[CH:9][CH2:10][C:11]([OH:15])(O)[CH:12]=2)[CH2:7][CH2:6][CH2:5]1.O=P(Cl)(Cl)Cl.CN([CH:24]=[O:25])C. No catalyst specified. The product is [F:1][CH2:2][CH2:3][N:4]1[C:13]2[C:8](=[CH:9][C:10]([CH:24]=[O:25])=[C:11]([OH:15])[CH:12]=2)[CH2:7][CH2:6][CH2:5]1. The yield is 0.600. (2) The reactants are Br[CH:2]1[NH:7][CH2:6][CH2:5][N:4]([C:8]2[CH:13]=[CH:12][C:11]([CH3:14])=[CH:10][CH:9]=2)[CH2:3]1.[CH3:15][C:16]([CH3:20])([CH3:19])[CH:17]=[O:18].[CH3:21][N:22]1[CH2:27][CH2:26][NH:25][CH2:24][CH2:23]1. The catalyst is CN1CCCC1=O.C(Cl)Cl. The product is [CH3:15][C:16]([CH3:20])([C:17]([N:7]1[CH2:6][CH2:5][N:4]([C:8]2[CH:13]=[CH:12][C:11]([CH3:14])=[CH:10][CH:9]=2)[CH2:3][CH2:2]1)=[O:18])[CH2:19][N:25]1[CH2:26][CH2:27][N:22]([CH3:21])[CH2:23][CH2:24]1. The yield is 0.232. (3) The reactants are [CH:1]1([C:4]2[NH:8][N:7]=[C:6]([NH:9][C:10]3[C:17]([F:18])=[CH:16][C:13]([CH:14]=O)=[C:12]([NH:19][C@H:20]([C:22]4[CH:27]=[CH:26][C:25]([F:28])=[CH:24][CH:23]=4)[CH3:21])[N:11]=3)[CH:5]=2)[CH2:3][CH2:2]1.[NH:29]1[CH2:34][CH2:33][O:32][CH2:31][CH2:30]1.[BH-](OC(C)=O)(OC(C)=O)OC(C)=O.[Na+]. The catalyst is ClCCCl. The product is [CH:1]1([C:4]2[NH:8][N:7]=[C:6]([NH:9][C:10]3[C:17]([F:18])=[CH:16][C:13]([CH2:14][N:29]4[CH2:34][CH2:33][O:32][CH2:31][CH2:30]4)=[C:12]([NH:19][C@H:20]([C:22]4[CH:27]=[CH:26][C:25]([F:28])=[CH:24][CH:23]=4)[CH3:21])[N:11]=3)[CH:5]=2)[CH2:3][CH2:2]1. The yield is 0.670.